From a dataset of Catalyst prediction with 721,799 reactions and 888 catalyst types from USPTO. Predict which catalyst facilitates the given reaction. (1) Reactant: [CH3:1][O:2][C:3]1[CH:8]=[CH:7][C:6]([C:9](=O)[CH2:10][CH2:11][C:12]([OH:14])=[O:13])=[CH:5][C:4]=1[CH3:16].COC1C=CC(C(CC=O)C(O)=O)=CC=1C. Product: [CH3:1][O:2][C:3]1[CH:8]=[CH:7][C:6]([CH2:9][CH2:10][CH2:11][C:12]([OH:14])=[O:13])=[CH:5][C:4]=1[CH3:16]. The catalyst class is: 33. (2) Product: [ClH:1].[NH2:2][C:3]1[C:8]([C:9]2[CH:10]=[CH:11][C:12]([NH:15][C:16]([C:18]3[C:23](=[O:24])[C:22]([C:25]4[CH:26]=[CH:27][C:28]([F:31])=[CH:29][CH:30]=4)=[CH:21][N:20]([CH2:32][C:33]([F:34])([F:35])[F:36])[CH:19]=3)=[O:17])=[CH:13][CH:14]=2)=[CH:7][C:6]([C:37]2[CH:42]=[CH:41][C:40]([O:43][CH3:44])=[C:39]([O:45][CH3:46])[CH:38]=2)=[CH:5][N:4]=1. The catalyst class is: 8. Reactant: [ClH:1].[NH2:2][C:3]1[C:8]([C:9]2[CH:14]=[CH:13][C:12]([NH:15][C:16]([C:18]3[C:23](=[O:24])[C:22]([C:25]4[CH:30]=[CH:29][C:28]([F:31])=[CH:27][CH:26]=4)=[CH:21][N:20]([CH2:32][C:33]([F:36])([F:35])[F:34])[CH:19]=3)=[O:17])=[CH:11][CH:10]=2)=[CH:7][C:6]([C:37]2[CH:42]=[CH:41][C:40]([O:43][CH3:44])=[C:39]([O:45][CH3:46])[CH:38]=2)=[CH:5][N:4]=1. (3) Reactant: C(OC(=O)[NH:7][CH2:8][C:9]1[CH:14]=[CH:13][C:12]([NH:15][C:16](=[O:29])[CH2:17][CH2:18][C:19]2[C:27]3[B:26]([OH:28])[O:25][CH2:24][C:23]=3[CH:22]=[CH:21][CH:20]=2)=[CH:11][CH:10]=1)(C)(C)C.Cl. Product: [NH2:7][CH2:8][C:9]1[CH:14]=[CH:13][C:12]([NH:15][C:16]([CH2:17][CH2:18][C:19]2[C:27]3[B:26]([OH:28])[O:25][CH2:24][C:23]=3[CH:22]=[CH:21][CH:20]=2)=[O:29])=[CH:11][CH:10]=1. The catalyst class is: 5. (4) Reactant: C(OC([NH:11][NH:12][C:13]([C:15]1[CH:20]=[C:19]([O:21][CH3:22])[N:18]=[C:17]([CH:23]2[CH2:27][CH2:26][CH2:25][CH2:24]2)[CH:16]=1)=[O:14])=O)C1C=CC=CC=1. Product: [CH:23]1([C:17]2[CH:16]=[C:15]([CH:20]=[C:19]([O:21][CH3:22])[N:18]=2)[C:13]([NH:12][NH2:11])=[O:14])[CH2:24][CH2:25][CH2:26][CH2:27]1. The catalyst class is: 358. (5) Reactant: [NH2:1][C:2]1([CH2:7][NH:8][CH:9]2[CH:16]3[CH2:17][C:12]4([OH:20])[CH2:13][C:14]([OH:19])([CH2:18][CH:10]2[CH2:11]4)[CH2:15]3)[CH2:6][CH2:5][CH2:4][CH2:3]1.C(N(CC)C(C)C)(C)C.Cl[C:31](Cl)([O:33]C(=O)OC(Cl)(Cl)Cl)Cl.C([O-])(O)=O.[Na+]. Product: [OH:19][C:14]12[CH2:15][CH:16]3[CH2:17][C:12]([OH:20])([CH2:11][CH:10]([CH:9]3[N:8]3[CH2:7][C:2]4([CH2:6][CH2:5][CH2:4][CH2:3]4)[NH:1][C:31]3=[O:33])[CH2:18]1)[CH2:13]2. The catalyst class is: 168. (6) Reactant: [CH:1]([C:4]1[CH:5]=[C:6]([OH:10])[CH:7]=[CH:8][CH:9]=1)([CH3:3])[CH3:2].[Br:11]N1C(=O)CCC1=O.O.BrC1C=CC(C(C)C)=CC=1O. Product: [Br:11][C:5]1[C:4]([CH:1]([CH3:3])[CH3:2])=[CH:9][CH:8]=[CH:7][C:6]=1[OH:10]. The catalyst class is: 534. (7) Reactant: F[P-](F)(F)(F)(F)F.[N:8]1(O[P+](N(C)C)(N(C)C)N(C)C)[C:12]2[CH:13]=[CH:14][CH:15]=C[C:11]=2[N:10]=N1.[CH3:28]CN(CC)CC.N[C@H:36]([C:41]([O:43][CH3:44])=[O:42])[CH2:37][CH:38]([CH3:40])[CH3:39].Cl.[OH2:46]. Product: [NH2:8][C@H:12]([C:11]([NH:10][C@H:36]([C:41]([O:43][CH3:44])=[O:42])[CH2:37][CH:38]([CH3:40])[CH3:39])=[O:46])[CH2:13][CH:14]([CH3:15])[CH3:28]. The catalyst class is: 2. (8) Reactant: [Br:1]N1C(=O)CCC1=O.[CH2:9]([O:16][C:17]1[CH:25]=[CH:24][C:20]2[CH:21]=[CH:22][S:23][C:19]=2[CH:18]=1)[C:10]1[CH:15]=[CH:14][CH:13]=[CH:12][CH:11]=1. Product: [Br:1][C:21]1[C:20]2[CH:24]=[CH:25][C:17]([O:16][CH2:9][C:10]3[CH:11]=[CH:12][CH:13]=[CH:14][CH:15]=3)=[CH:18][C:19]=2[S:23][CH:22]=1. The catalyst class is: 26. (9) Reactant: [C:1]([O:5][C:6]([N:8]1[C:13]2[CH:14]=[C:15]([Cl:26])[C:16]([O:18]CC3C=CC=CC=3)=[CH:17][C:12]=2[O:11][CH:10]([C:27]([N:29]2[CH2:34][CH2:33][CH:32]([O:35][C:36]3[CH:41]=[CH:40][C:39]([F:42])=[CH:38][CH:37]=3)[CH2:31][CH2:30]2)=[O:28])[CH2:9]1)=[O:7])([CH3:4])([CH3:3])[CH3:2]. Product: [C:1]([O:5][C:6]([N:8]1[C:13]2[CH:14]=[C:15]([Cl:26])[C:16]([OH:18])=[CH:17][C:12]=2[O:11][CH:10]([C:27]([N:29]2[CH2:34][CH2:33][CH:32]([O:35][C:36]3[CH:37]=[CH:38][C:39]([F:42])=[CH:40][CH:41]=3)[CH2:31][CH2:30]2)=[O:28])[CH2:9]1)=[O:7])([CH3:4])([CH3:2])[CH3:3]. The catalyst class is: 78.